Task: Predict the reactants needed to synthesize the given product.. Dataset: Full USPTO retrosynthesis dataset with 1.9M reactions from patents (1976-2016) (1) Given the product [Br:8][C:6]1[CH:5]=[CH:4][N:3]=[C:2]([C:9]2[CH:14]=[CH:13][CH:12]=[CH:11][CH:10]=2)[CH:7]=1, predict the reactants needed to synthesize it. The reactants are: Br[C:2]1[CH:7]=[C:6]([Br:8])[CH:5]=[CH:4][N:3]=1.[C:9]1(B(O)O)[CH:14]=[CH:13][CH:12]=[CH:11][CH:10]=1.C(=O)([O-])[O-].[K+].[K+]. (2) Given the product [Br:1][C:2]1[CH:3]=[C:4]2[C:9]([C:8]([F:12])([F:13])[CH2:7][CH2:6][C:5]2=[O:15])=[CH:10][CH:11]=1, predict the reactants needed to synthesize it. The reactants are: [Br:1][C:2]1[CH:3]=[C:4]2[C:9](=[CH:10][CH:11]=1)[C:8]([F:13])([F:12])[CH2:7][CH2:6][CH2:5]2.P([O-])(O)(O)=[O:15].[K+].O.O.O.O.O.O.O.P([O-])([O-])([O-])=O.[Na+].[Na+].[Na+].[Mn]([O-])(=O)(=O)=O.[K+]. (3) Given the product [Cl:1][C:2]1[S:6][C:5]([C:7]([N:9]([C:39](=[O:40])[CH2:38][Cl:37])[CH2:10][C@@H:11]2[O:15][C:14](=[O:16])[N:13]([C:17]3[CH:18]=[CH:19][C:20]([N:23]4[CH2:28][CH2:27][O:26][CH2:25][C:24]4=[O:29])=[CH:21][CH:22]=3)[CH2:12]2)=[O:8])=[CH:4][CH:3]=1, predict the reactants needed to synthesize it. The reactants are: [Cl:1][C:2]1[S:6][C:5]([C:7]([NH:9][CH2:10][C@@H:11]2[O:15][C:14](=[O:16])[N:13]([C:17]3[CH:22]=[CH:21][C:20]([N:23]4[CH2:28][CH2:27][O:26][CH2:25][C:24]4=[O:29])=[CH:19][CH:18]=3)[CH2:12]2)=[O:8])=[CH:4][CH:3]=1.CN(C=O)C.[H-].[Na+].[Cl:37][CH2:38][C:39](Cl)=[O:40]. (4) Given the product [C:22]([O:26][C:27]([N:29]1[CH2:34][CH2:33][N:32]([C:2]2[N:3]([CH2:12][C:13]#[C:14][CH3:15])[C:4]3[C:9](=[O:10])[NH:8][N:7]=[CH:6][C:5]=3[N:11]=2)[CH2:31][CH2:30]1)=[O:28])([CH3:25])([CH3:23])[CH3:24], predict the reactants needed to synthesize it. The reactants are: Br[C:2]1[N:3]([CH2:12][C:13]#[C:14][CH3:15])[C:4]2[C:9](=[O:10])[NH:8][N:7]=[CH:6][C:5]=2[N:11]=1.C(=O)([O-])[O-].[K+].[K+].[C:22]([O:26][C:27]([N:29]1[CH2:34][CH2:33][NH:32][CH2:31][CH2:30]1)=[O:28])([CH3:25])([CH3:24])[CH3:23].O. (5) Given the product [C:28]([C@@H:17]1[CH2:16][C@@H:15]2[C@@H:14]3[C@@H:23]([CH2:22][CH2:21][C@@:19]2([CH3:20])[CH2:18]1)[C@@:24]1([CH3:27])[C@@H:11]([CH2:10][C@@H:9]([O:8][CH2:1][C:2]2[CH:3]=[CH:4][CH:5]=[CH:6][CH:7]=2)[CH2:26][CH2:25]1)[CH2:12][CH2:13]3)(=[O:36])[CH3:29], predict the reactants needed to synthesize it. The reactants are: [CH2:1]([O:8][C@H:9]1[CH2:26][CH2:25][C@:24]2([CH3:27])[C@H:11]([CH2:12][CH2:13][C@H:14]3[C@H:23]2[CH2:22][CH2:21][C@:19]2([CH3:20])[C@@H:15]3[CH2:16][C:17](=[CH:28][CH3:29])[CH2:18]2)[CH2:10]1)[C:2]1[CH:7]=[CH:6][CH:5]=[CH:4][CH:3]=1.[OH-].[Na+].OO.CC(C)=[O:36].OS(O)(=O)=O.O=[Cr](=O)=O. (6) Given the product [N:1]1[CH:6]=[CH:5][CH:4]=[CH:3][C:2]=1[C:7]1[N:11]=[C:10]([C:12]2[CH:17]=[C:16]([O:18][CH:28]([CH3:30])[CH3:29])[CH:15]=[C:14]([C:19]#[N:20])[CH:13]=2)[O:9][N:8]=1, predict the reactants needed to synthesize it. The reactants are: [N:1]1[CH:6]=[CH:5][CH:4]=[CH:3][C:2]=1[C:7]1[N:11]=[C:10]([C:12]2[CH:17]=[C:16]([OH:18])[CH:15]=[C:14]([C:19]#[N:20])[CH:13]=2)[O:9][N:8]=1.C(=O)([O-])[O-].[K+].[K+].I[CH:28]([CH3:30])[CH3:29]. (7) Given the product [CH2:13]([O:15][C:16]([C:18]1[CH:23]=[CH:22][C:21]([C:24]([F:26])([F:25])[F:27])=[C:20]([O:28][CH:12]2[CH2:29][CH2:8][O:10][CH2:11]2)[N:19]=1)=[O:17])[CH3:14], predict the reactants needed to synthesize it. The reactants are: [CH2:11]([O:10][C:8](N=N[C:8]([O:10][CH2:11][CH3:12])=O)=O)[CH3:12].[CH2:13]([O:15][C:16]([C:18]1[CH:23]=[CH:22][C:21]([C:24]([F:27])([F:26])[F:25])=[C:20]([OH:28])[N:19]=1)=[O:17])[CH3:14].[C:29]1(P(C2C=CC=CC=2)C2C=CC=CC=2)C=CC=CC=1. (8) Given the product [ClH:35].[CH2:15]([C:19]1[CH:20]=[CH:21][C:22]([CH2:23][NH:14][CH2:13][CH2:12][C:4]2[CH:5]=[C:6]([C:8]([F:10])([F:11])[F:9])[CH:7]=[C:2]([F:1])[CH:3]=2)=[CH:25][CH:26]=1)[CH:16]([CH3:18])[CH3:17], predict the reactants needed to synthesize it. The reactants are: [F:1][C:2]1[CH:3]=[C:4]([CH2:12][CH2:13][NH2:14])[CH:5]=[C:6]([C:8]([F:11])([F:10])[F:9])[CH:7]=1.[CH2:15]([C:19]1[CH:26]=[CH:25][C:22]([CH:23]=O)=[CH:21][CH:20]=1)[CH:16]([CH3:18])[CH3:17].C(=O)([O-])[O-].[K+].[K+].[BH4-].[Na+].[ClH:35].